The task is: Predict the product of the given reaction.. This data is from Forward reaction prediction with 1.9M reactions from USPTO patents (1976-2016). (1) The product is: [CH:37]1([N:28]2[CH2:29][C:30]([F:35])([F:36])[C:31](=[O:34])[N:32]([CH3:33])[C:26]3[CH:25]=[N:24][C:23]([NH:22][C:19]4[CH:20]=[CH:21][C:16]([C:15]([NH:14][CH:11]5[CH2:12][CH2:13][NH:8][CH2:9][CH2:10]5)=[O:46])=[CH:17][C:18]=4[O:43][CH2:44][CH3:45])=[N:42][C:27]2=3)[CH2:38][CH2:39][CH2:40][CH2:41]1. Given the reactants C(OC([N:8]1[CH2:13][CH2:12][CH:11]([NH:14][C:15](=[O:46])[C:16]2[CH:21]=[CH:20][C:19]([NH:22][C:23]3[N:24]=[CH:25][C:26]4[N:32]([CH3:33])[C:31](=[O:34])[C:30]([F:36])([F:35])[CH2:29][N:28]([CH:37]5[CH2:41][CH2:40][CH2:39][CH2:38]5)[C:27]=4[N:42]=3)=[C:18]([O:43][CH2:44][CH3:45])[CH:17]=2)[CH2:10][CH2:9]1)=O)(C)(C)C.FC(F)(F)C(O)=O, predict the reaction product. (2) Given the reactants [OH:1][CH2:2][CH2:3][N:4]([CH2:12][C:13]1[NH:17][N:16]=[CH:15][CH:14]=1)[C:5](=[O:11])[O:6][C:7]([CH3:10])([CH3:9])[CH3:8].CCN(CC)CC.[CH3:25][S:26](Cl)(=[O:28])=[O:27], predict the reaction product. The product is: [CH3:25][S:26]([O:1][CH2:2][CH2:3][N:4]([C:5]([O:6][C:7]([CH3:10])([CH3:9])[CH3:8])=[O:11])[CH2:12][C:13]1[NH:17][N:16]=[CH:15][CH:14]=1)(=[O:28])=[O:27].